From a dataset of Reaction yield outcomes from USPTO patents with 853,638 reactions. Predict the reaction yield, written as a fraction of the theoretical maximum amount of product (1.0 means a 100% yield; for example, 0.34 means a 34% yield). (1) The reactants are Br[CH:2]([C:4]1[O:5][C:6](=[O:21])[C:7]2[C:12]([C:13]=1[C:14]1[CH:19]=[CH:18][N:17]=[C:16]([CH3:20])[CH:15]=1)=[CH:11][CH:10]=[CH:9][CH:8]=2)[CH3:3].[NH:22]1[C:26]2=[N:27][CH:28]=[N:29][C:30]([NH2:31])=[C:25]2[CH:24]=[N:23]1.C([O-])([O-])=O.[K+].[K+]. The catalyst is CN(C=O)C. The product is [NH2:31][C:30]1[N:29]=[CH:28][N:27]=[C:26]2[N:22]([CH:2]([C:4]3[O:5][C:6](=[O:21])[C:7]4[C:12]([C:13]=3[C:14]3[CH:19]=[CH:18][N:17]=[C:16]([CH3:20])[CH:15]=3)=[CH:11][CH:10]=[CH:9][CH:8]=4)[CH3:3])[N:23]=[CH:24][C:25]=12. The yield is 0.0300. (2) The reactants are [C:12]([O:11][C:9](O[C:9]([O:11][C:12]([CH3:15])([CH3:14])[CH3:13])=[O:10])=[O:10])([CH3:15])([CH3:14])[CH3:13].[CH2:16]([NH2:19])[CH2:17][NH2:18].CCOC(C)=O.CO. The catalyst is C(Cl)Cl. The product is [NH2:18][CH2:17][CH2:16][NH:19][C:9](=[O:10])[O:11][C:12]([CH3:13])([CH3:14])[CH3:15]. The yield is 0.870. (3) The yield is 0.790. The catalyst is CCCCCCC.CCOC(C)=O. The reactants are [Cl:1][C:2]1[C:3]([CH3:14])=[C:4]([Cl:13])[C:5]2[O:10][CH2:9][C:8](=[O:11])[NH:7][C:6]=2[CH:12]=1.C([O-])([O-])=O.[Cs+].[Cs+].[Cl:21][CH2:22][CH2:23][CH2:24]I. The product is [Cl:1][C:2]1[C:3]([CH3:14])=[C:4]([Cl:13])[C:5]2[O:10][CH2:9][C:8](=[O:11])[N:7]([CH2:24][CH2:23][CH2:22][Cl:21])[C:6]=2[CH:12]=1. (4) The reactants are [NH2:1][CH2:2][C@@H:3]1[C@@H:11]([C@@:12]2([CH3:21])[CH2:17][CH2:16][C@H:15]([OH:18])[CH2:14][C@@H:13]2[CH2:19][OH:20])[CH2:10][CH2:9][C@@:8]2([CH3:22])[C@H:4]1[CH2:5][CH2:6][C:7]2=[CH2:23].[F:24][C:25]1[CH:32]=[C:31]([CH3:33])[CH:30]=[CH:29][C:26]=1[CH:27]=O.[BH4-].[Na+]. The catalyst is CO. The product is [F:24][C:25]1[CH:32]=[C:31]([CH3:33])[CH:30]=[CH:29][C:26]=1[CH2:27][NH:1][CH2:2][C@@H:3]1[C@@H:11]([C@@:12]2([CH3:21])[CH2:17][CH2:16][C@H:15]([OH:18])[CH2:14][C@@H:13]2[CH2:19][OH:20])[CH2:10][CH2:9][C@@:8]2([CH3:22])[C@H:4]1[CH2:5][CH2:6][C:7]2=[CH2:23]. The yield is 0.770. (5) The yield is 0.0700. The product is [CH2:20]([N:22]1[CH:26]=[CH:25][N:24]=[C:23]1[CH:27]1[C:30](=[O:29])[C:31]2[C:13]([C:12]([O:11][CH2:10][CH3:9])=[O:17])=[CH:14][CH:15]=[CH:16][C:8]=2[NH:7][CH:6]1[C:5]1[CH:18]=[CH:19][C:2]([F:1])=[CH:3][CH:4]=1)[CH3:21]. The reactants are [F:1][C:2]1[CH:19]=[CH:18][C:5](/[CH:6]=[N:7]/[C:8]2[CH:16]=[CH:15][CH:14]=[C:13]3[C:9]=2[CH2:10][O:11][C:12]3=[O:17])=[CH:4][CH:3]=1.[CH2:20]([N:22]1[CH:26]=[CH:25][N:24]=[C:23]1[CH:27]=O)[CH3:21].[O-:29][CH2:30][CH3:31].[Na+]. The catalyst is C(OCC)(=O)CC. (6) The product is [NH2:24][C:2]1[N:10]=[CH:9][N:8]=[C:7]2[C:3]=1[N:4]=[CH:5][N:6]2[CH2:11][N:12]1[CH2:16][CH:15]([CH2:17][CH2:18][CH3:19])[CH2:14][C:13]1=[O:20]. The catalyst is [Pd].C(Cl)Cl.CCCCCC. The yield is 0.600. The reactants are Cl[C:2]1[N:10]=[CH:9][N:8]=[C:7]2[C:3]=1[N:4]=[CH:5][N:6]2[CH2:11][N:12]1[CH2:16][CH:15]([CH2:17][CH2:18][CH3:19])[CH2:14][C:13]1=[O:20].C([O-])=O.[NH4+:24].C1COCC1.CO. (7) The reactants are [CH2:1]([N:5]1[C:10]([O:11][C:12]2[CH:17]=[C:16]([CH3:18])[CH:15]=[C:14]([CH3:19])[CH:13]=2)=[C:9]([CH:20]([CH3:22])[CH3:21])[C:8](=[O:23])[NH:7][C:6]1=[O:24])[C:2]#[C:3][CH3:4]. The catalyst is CO.[Pd]. The product is [CH2:1]([N:5]1[C:10]([O:11][C:12]2[CH:13]=[C:14]([CH3:19])[CH:15]=[C:16]([CH3:18])[CH:17]=2)=[C:9]([CH:20]([CH3:21])[CH3:22])[C:8](=[O:23])[NH:7][C:6]1=[O:24])[CH:2]=[CH:3][CH3:4]. The yield is 1.00. (8) The reactants are [O-:1][C:2]#[N:3].[Na+].[F:5][C:6]1[CH:11]=[CH:10][CH:9]=[CH:8][C:7]=1[NH:12][C:13]1[O:17][C:16]([C:18]([NH:20][C:21]2[CH:22]=[N:23][C:24]([N:27]3[CH2:32][CH2:31][NH:30][CH2:29][CH2:28]3)=[CH:25][CH:26]=2)=[O:19])=[N:15][N:14]=1.C(O)(=O)C.O1CCOCC1. The catalyst is O.C1COCC1. The product is [F:5][C:6]1[CH:11]=[CH:10][CH:9]=[CH:8][C:7]=1[NH:12][C:13]1[O:17][C:16]([C:18]([NH:20][C:21]2[CH:26]=[CH:25][C:24]([N:27]3[CH2:32][CH2:31][N:30]([C:2]([NH2:3])=[O:1])[CH2:29][CH2:28]3)=[N:23][CH:22]=2)=[O:19])=[N:15][N:14]=1. The yield is 0.820. (9) The yield is 0.810. The product is [C:37]([S:27][CH2:26][CH:22]([CH2:21][CH2:20][C:14]1[CH:19]=[CH:18][CH:17]=[CH:16][CH:15]=1)[C:23]([OH:25])=[O:24])(=[O:38])[CH3:36]. The reactants are C1(C)C=CC=CC=1.N1CCCCC1.[C:14]1([CH2:20][CH2:21][C:22](=[CH2:26])[C:23]([OH:25])=[O:24])[CH:19]=[CH:18][CH:17]=[CH:16][CH:15]=1.[S:27]1C=CC=C1CC(O)=O.[CH3:36][CH2:37][O:38]CC. No catalyst specified.